From a dataset of Forward reaction prediction with 1.9M reactions from USPTO patents (1976-2016). Predict the product of the given reaction. (1) The product is: [ClH:24].[N:11]1([C:14]2[CH:15]=[N:16][C:17]3[C:22]([CH:23]=2)=[CH:21][CH:20]=[CH:19][CH:18]=3)[CH2:10][CH2:9][NH:8][CH2:13][CH2:12]1. Given the reactants C(OC([N:8]1[CH2:13][CH2:12][N:11]([C:14]2[CH:15]=[N:16][C:17]3[C:22]([CH:23]=2)=[CH:21][CH:20]=[CH:19][CH:18]=3)[CH2:10][CH2:9]1)=O)(C)(C)C.[ClH:24], predict the reaction product. (2) The product is: [CH:12]([O:15][C:16]1[CH:21]=[CH:20][C:19]([S:22]([NH2:25])(=[O:24])=[O:23])=[CH:18][C:17]=1[NH:26][C:27]([NH:11][C:6]1[CH:7]=[CH:8][CH:9]=[C:10]2[C:5]=1[CH:4]=[N:3][N:2]2[CH3:1])=[S:28])([CH3:14])[CH3:13]. Given the reactants [CH3:1][N:2]1[C:10]2[C:5](=[C:6]([NH2:11])[CH:7]=[CH:8][CH:9]=2)[CH:4]=[N:3]1.[CH:12]([O:15][C:16]1[CH:21]=[CH:20][C:19]([S:22]([NH2:25])(=[O:24])=[O:23])=[CH:18][C:17]=1[N:26]=[C:27]=[S:28])([CH3:14])[CH3:13].CS(C1C=CC(OC)=C(NC(NC2C=CC=C3C=2C=NN3C)=S)C=1)(=O)=O, predict the reaction product. (3) Given the reactants C([C@H]1COC(=O)N1[C:14](=[O:28])[C@@H:15]([O:24][CH:25]([CH3:27])[CH3:26])[CH2:16][C:17]1[CH:22]=[CH:21][CH:20]=[C:19]([OH:23])[CH:18]=1)C1C=CC=CC=1.[OH-].[Li+].Cl.S([O-])([O-])=[O:33].[Na+].[Na+], predict the reaction product. The product is: [OH:23][C:19]1[CH:18]=[C:17]([CH2:16][C@H:15]([O:24][CH:25]([CH3:26])[CH3:27])[C:14]([OH:28])=[O:33])[CH:22]=[CH:21][CH:20]=1. (4) The product is: [CH3:1][O:2][C:3](=[O:26])[CH2:4][C:5]1[C:9]2[C:10]([C:24]#[N:33])=[CH:11][C:12]([O:14][CH2:15][C:16]3[C:17]([CH3:23])=[N:18][C:19]([CH3:22])=[CH:20][CH:21]=3)=[CH:13][C:8]=2[S:7][CH:6]=1. Given the reactants [CH3:1][O:2][C:3](=[O:26])[CH2:4][C:5]1[C:9]2[C:10]([CH:24]=O)=[CH:11][C:12]([O:14][CH2:15][C:16]3[C:17]([CH3:23])=[N:18][C:19]([CH3:22])=[CH:20][CH:21]=3)=[CH:13][C:8]=2[S:7][CH:6]=1.C1COCC1.O.[NH2:33]OS(O)(=O)=O, predict the reaction product. (5) Given the reactants [CH3:1][N:2]1[C:7](=[O:8])[C:6]2=[C:9]([S:23][CH2:24][CH2:25][CH2:26][C:27]([O:29]C)=[O:28])[N:10]([CH2:12][C:13]3[C:22]4[C:17](=[CH:18][CH:19]=[CH:20][CH:21]=4)[CH:16]=[CH:15][CH:14]=3)[CH:11]=[C:5]2[N:4]([CH2:31][CH:32]([CH3:34])[CH3:33])[C:3]1=[O:35].Cl, predict the reaction product. The product is: [CH3:1][N:2]1[C:7](=[O:8])[C:6]2=[C:9]([S:23][CH2:24][CH2:25][CH2:26][C:27]([OH:29])=[O:28])[N:10]([CH2:12][C:13]3[C:22]4[C:17](=[CH:18][CH:19]=[CH:20][CH:21]=4)[CH:16]=[CH:15][CH:14]=3)[CH:11]=[C:5]2[N:4]([CH2:31][CH:32]([CH3:33])[CH3:34])[C:3]1=[O:35]. (6) Given the reactants Cl.[C:2]1([C@@H:8]([NH:10][C:11]([C@@H:13]2[C:15]3([CH2:20][CH2:19][N:18](C(OC(C)(C)C)=O)[CH2:17][CH2:16]3)[CH2:14]2)=[O:12])[CH3:9])[CH:7]=[CH:6][CH:5]=[CH:4][CH:3]=1, predict the reaction product. The product is: [C:2]1([C@@H:8]([NH:10][C:11]([C@@H:13]2[C:15]3([CH2:20][CH2:19][NH:18][CH2:17][CH2:16]3)[CH2:14]2)=[O:12])[CH3:9])[CH:7]=[CH:6][CH:5]=[CH:4][CH:3]=1. (7) Given the reactants C(OC([NH:8][C@H:9]1[CH2:13][CH2:12][CH2:11][C@H:10]1[C:14]([O:16][CH2:17][C:18]1[CH:23]=[CH:22][C:21]([O:24][CH3:25])=[CH:20][CH:19]=1)=[O:15])=O)(C)(C)C.O.C1(C)C=CC(S(O)(=O)=O)=CC=1, predict the reaction product. The product is: [NH2:8][C@H:9]1[CH2:13][CH2:12][CH2:11][C@H:10]1[C:14]([O:16][CH2:17][C:18]1[CH:19]=[CH:20][C:21]([O:24][CH3:25])=[CH:22][CH:23]=1)=[O:15].